This data is from Full USPTO retrosynthesis dataset with 1.9M reactions from patents (1976-2016). The task is: Predict the reactants needed to synthesize the given product. (1) Given the product [CH3:2][O:3][C:4]([C:6]1[C:7]2[CH:8]3[CH:9]([NH:17][C:31](=[O:32])[O:18]3)[CH2:10][O:11][C:12]=2[C:13]([F:16])=[CH:14][CH:15]=1)=[O:5], predict the reactants needed to synthesize it. The reactants are: Cl.[CH3:2][O:3][C:4]([C:6]1[C:7]2[CH:8]([OH:18])[CH:9]([NH2:17])[CH2:10][O:11][C:12]=2[C:13]([F:16])=[CH:14][CH:15]=1)=[O:5].CCN(CC)CC.C1N=CN([C:31](N2C=NC=C2)=[O:32])C=1. (2) Given the product [CH2:35]([N:33]1[CH:34]=[C:30]([C:26]2[CH:25]=[C:24]3[C:29](=[CH:28][CH:27]=2)[NH:21][N:22]=[C:23]3[NH:42][C:4](=[O:5])[CH2:3][N:2]([CH3:7])[CH3:1])[CH:31]=[N:32]1)[C:36]1[CH:41]=[CH:40][CH:39]=[CH:38][CH:37]=1, predict the reactants needed to synthesize it. The reactants are: [CH3:1][N:2]([CH3:7])[CH2:3][C:4](O)=[O:5].C(Cl)(=O)C(Cl)=O.C(OC([N:21]1[C:29]2[C:24](=[CH:25][C:26]([C:30]3[CH:31]=[N:32][N:33]([CH2:35][C:36]4[CH:41]=[CH:40][CH:39]=[CH:38][CH:37]=4)[CH:34]=3)=[CH:27][CH:28]=2)[C:23]([NH2:42])=[N:22]1)=O)(C)(C)C.C(=O)([O-])[O-].[K+].[K+].FC(F)(F)C(O)=O. (3) Given the product [NH2:7][C:8]1[CH:13]=[CH:12][C:11]([C:14]2[C:22]3[C:17](=[N:18][C:19]([NH:23][CH2:24][CH2:25][N:26]4[CH2:27][CH2:28][O:29][CH2:30][CH2:31]4)=[N:20][CH:21]=3)[N:16]([CH3:32])[N:15]=2)=[CH:10][C:9]=1[CH3:33], predict the reactants needed to synthesize it. The reactants are: C(OC(=O)[NH:7][C:8]1[CH:13]=[CH:12][C:11]([C:14]2[C:22]3[C:17](=[N:18][C:19]([NH:23][CH2:24][CH2:25][N:26]4[CH2:31][CH2:30][O:29][CH2:28][CH2:27]4)=[N:20][CH:21]=3)[N:16]([CH3:32])[N:15]=2)=[CH:10][C:9]=1[CH3:33])(C)(C)C.